From a dataset of Catalyst prediction with 721,799 reactions and 888 catalyst types from USPTO. Predict which catalyst facilitates the given reaction. (1) Reactant: [O-]CC.[Na+].[CH2:5]([O:7][C:8](=[O:22])[CH2:9][C:10]([NH:12][CH2:13][C:14]1([C:17]([O:19]CC)=O)[CH2:16][CH2:15]1)=[O:11])[CH3:6]. Product: [O:11]=[C:10]1[CH:9]([C:8]([O:7][CH2:5][CH3:6])=[O:22])[C:17](=[O:19])[C:14]2([CH2:15][CH2:16]2)[CH2:13][NH:12]1. The catalyst class is: 93. (2) Reactant: [NH2:1][C:2]1[N:10]=[CH:9][N:8]=[C:7]2[C:3]=1[N:4]=[CH:5][N:6]2[CH:11]([C:13]1[O:14][C:15]2[C:20]([C:21](=[O:29])[C:22]=1[C:23]1[CH:28]=[CH:27][CH:26]=[CH:25][CH:24]=1)=[CH:19][C:18](Br)=[CH:17][CH:16]=2)[CH3:12].[H][H].ClCCl. Product: [NH2:1][C:2]1[N:10]=[CH:9][N:8]=[C:7]2[C:3]=1[N:4]=[CH:5][N:6]2[CH:11]([C:13]1[O:14][C:15]2[C:20]([C:21](=[O:29])[C:22]=1[C:23]1[CH:24]=[CH:25][CH:26]=[CH:27][CH:28]=1)=[CH:19][CH:18]=[CH:17][CH:16]=2)[CH3:12]. The catalyst class is: 19. (3) Reactant: [N+:1]([C:4]1[CH:9]=[CH:8][C:7]([N:10]2[CH:18]=[C:17]3[C:12]([C:13]([C:19]([NH2:21])=[O:20])=[CH:14][CH:15]=[CH:16]3)=[N:11]2)=[CH:6][CH:5]=1)([O-])=O.[ClH:22]. Product: [Cl-:22].[NH2:21][C:19]([C:13]1[C:12]2[C:17](=[CH:18][N:10]([C:7]3[CH:8]=[CH:9][C:4]([NH3+:1])=[CH:5][CH:6]=3)[N:11]=2)[CH:16]=[CH:15][CH:14]=1)=[O:20]. The catalyst class is: 5. (4) Reactant: [C:1]([O:5][C:6]([N:8]1[CH2:13][CH2:12][N:11]([C:14]2[CH:19]=[CH:18][C:17]([C:20]3[C:21]([CH3:34])=[N:22][O:23][C:24]=3[NH:25][C@H:26]([C:31]([OH:33])=O)[CH2:27][CH:28]([CH3:30])[CH3:29])=[CH:16][CH:15]=2)[CH2:10][CH2:9]1)=[O:7])([CH3:4])([CH3:3])[CH3:2].C1CN([P+](O[N:52]2N=[N:59][C:54]3C=CC=C[C:53]2=3)(N2CCCC2)N2CCCC2)CC1.F[P-](F)(F)(F)(F)F.Cl.NCC#N.C(N(CC)CC)C.C([O-])(O)=O.[Na+]. Product: [C:53]([CH2:54][NH:59][C:31](=[O:33])[C@H:26]([CH2:27][CH:28]([CH3:29])[CH3:30])[NH:25][C:24]1[O:23][N:22]=[C:21]([CH3:34])[C:20]=1[C:17]1[CH:16]=[CH:15][C:14]([N:11]2[CH2:10][CH2:9][N:8]([C:6]([O:5][C:1]([CH3:2])([CH3:3])[CH3:4])=[O:7])[CH2:13][CH2:12]2)=[CH:19][CH:18]=1)#[N:52]. The catalyst class is: 3. (5) Reactant: [CH2:1]([C:3]1[CH:4]=[N:5][N:6]([CH3:16])[C:7]=1[C:8]1[CH:9]=[C:10]([C:13]([OH:15])=O)[S:11][CH:12]=1)[CH3:2].[NH2:17][C@@H:18]([CH2:31][C:32]1[CH:37]=[CH:36][CH:35]=[CH:34][C:33]=1[C:38]([F:41])([F:40])[F:39])[CH2:19][N:20]1[C:28](=[O:29])[C:27]2[C:22](=[CH:23][CH:24]=[CH:25][CH:26]=2)[C:21]1=[O:30].C1CN([P+](Br)(N2CCCC2)N2CCCC2)CC1.F[P-](F)(F)(F)(F)F.CCN(C(C)C)C(C)C. Product: [O:29]=[C:28]1[C:27]2[C:22](=[CH:23][CH:24]=[CH:25][CH:26]=2)[C:21](=[O:30])[N:20]1[CH2:19][C@@H:18]([NH:17][C:13]([C:10]1[S:11][CH:12]=[C:8]([C:7]2[N:6]([CH3:16])[N:5]=[CH:4][C:3]=2[CH2:1][CH3:2])[CH:9]=1)=[O:15])[CH2:31][C:32]1[CH:37]=[CH:36][CH:35]=[CH:34][C:33]=1[C:38]([F:40])([F:39])[F:41]. The catalyst class is: 22. (6) Reactant: [OH:1][CH2:2][CH2:3][NH:4][C:5]([CH:7]1[CH2:12][CH2:11][CH2:10][CH:9]([C:13]2[CH:18]=[CH:17][C:16]([O:19][CH3:20])=[C:15]([O:21][CH3:22])[CH:14]=2)[NH:8]1)=O.[H-].[H-].[H-].[H-].[Li+].[Al+3].[OH-].[Na+].[O-]S([O-])(=O)=O.[Mg+2]. Product: [CH3:22][O:21][C:15]1[CH:14]=[C:13]([CH:9]2[NH:8][CH:7]([CH2:5][NH:4][CH2:3][CH2:2][OH:1])[CH2:12][CH2:11][CH2:10]2)[CH:18]=[CH:17][C:16]=1[O:19][CH3:20]. The catalyst class is: 20. (7) Reactant: O.[N+:2]([C:5]1[CH:11]=[C:10]([N+:12]([O-:14])=[O:13])[CH:9]=[CH:8][C:6]=1[NH2:7])([O-:4])=[O:3].[Br:15]Br.N. Product: [Br:15][C:8]1[CH:9]=[C:10]([N+:12]([O-:14])=[O:13])[CH:11]=[C:5]([N+:2]([O-:4])=[O:3])[C:6]=1[NH2:7]. The catalyst class is: 15. (8) Reactant: [Cl:1][C:2]1[CH:7]=[CH:6][C:5]([Cl:8])=[CH:4][C:3]=1[C:9]1[C:14]([Cl:15])=[CH:13][C:12]([O:16][CH3:17])=[C:11]([CH2:18][CH:19]=O)[CH:10]=1.[N:21]1([C:27]([O:29][C:30]([CH3:33])([CH3:32])[CH3:31])=[O:28])[CH2:26][CH2:25][NH:24][CH2:23][CH2:22]1.CC(O)=O.[BH-](OC(C)=O)(OC(C)=O)OC(C)=O.[Na+]. Product: [Cl:1][C:2]1[CH:7]=[CH:6][C:5]([Cl:8])=[CH:4][C:3]=1[C:9]1[C:14]([Cl:15])=[CH:13][C:12]([O:16][CH3:17])=[C:11]([CH2:18][CH2:19][N:24]2[CH2:23][CH2:22][N:21]([C:27]([O:29][C:30]([CH3:33])([CH3:32])[CH3:31])=[O:28])[CH2:26][CH2:25]2)[CH:10]=1. The catalyst class is: 34. (9) Reactant: [Br:1]N1C(=O)CCC1=O.[CH3:9][C:10]1[CH:22]=[N:21][C:13]2[NH:14][C:15]3[C:20]([C:12]=2[CH:11]=1)=[CH:19][CH:18]=[CH:17][CH:16]=3.S([O-])([O-])=O.[Na+].[Na+]. Product: [Br:1][C:18]1[CH:19]=[C:20]2[C:15](=[CH:16][CH:17]=1)[NH:14][C:13]1[N:21]=[CH:22][C:10]([CH3:9])=[CH:11][C:12]2=1. The catalyst class is: 7. (10) Reactant: [CH2:1]([O:5][C:6]1[CH:11]=[CH:10][C:9]([S:12]([N:15]2[CH2:19][CH2:18][CH:17](OS(C)(=O)=O)[CH2:16]2)(=[O:14])=[O:13])=[CH:8][CH:7]=1)[CH2:2][CH2:3][CH3:4].[CH2:25]([NH2:32])[C:26]1[CH:31]=[CH:30][CH:29]=[CH:28][CH:27]=1. Product: [CH2:25]([NH:32][CH:17]1[CH2:18][CH2:19][N:15]([S:12]([C:9]2[CH:10]=[CH:11][C:6]([O:5][CH2:1][CH2:2][CH2:3][CH3:4])=[CH:7][CH:8]=2)(=[O:14])=[O:13])[CH2:16]1)[C:26]1[CH:31]=[CH:30][CH:29]=[CH:28][CH:27]=1. The catalyst class is: 7.